Dataset: NCI-60 drug combinations with 297,098 pairs across 59 cell lines. Task: Regression. Given two drug SMILES strings and cell line genomic features, predict the synergy score measuring deviation from expected non-interaction effect. (1) Drug 1: CC1C(C(=O)NC(C(=O)N2CCCC2C(=O)N(CC(=O)N(C(C(=O)O1)C(C)C)C)C)C(C)C)NC(=O)C3=C4C(=C(C=C3)C)OC5=C(C(=O)C(=C(C5=N4)C(=O)NC6C(OC(=O)C(N(C(=O)CN(C(=O)C7CCCN7C(=O)C(NC6=O)C(C)C)C)C)C(C)C)C)N)C. Drug 2: CCN(CC)CCNC(=O)C1=C(NC(=C1C)C=C2C3=C(C=CC(=C3)F)NC2=O)C. Cell line: OVCAR3. Synergy scores: CSS=6.92, Synergy_ZIP=-3.34, Synergy_Bliss=-2.72, Synergy_Loewe=-8.39, Synergy_HSA=-2.95. (2) Drug 1: C1=CC(=CC=C1C#N)C(C2=CC=C(C=C2)C#N)N3C=NC=N3. Drug 2: CCN(CC)CCNC(=O)C1=C(NC(=C1C)C=C2C3=C(C=CC(=C3)F)NC2=O)C. Cell line: SNB-75. Synergy scores: CSS=-1.49, Synergy_ZIP=1.95, Synergy_Bliss=2.03, Synergy_Loewe=-0.615, Synergy_HSA=-0.826. (3) Drug 1: CC1C(C(CC(O1)OC2CC(OC(C2O)C)OC3=CC4=CC5=C(C(=O)C(C(C5)C(C(=O)C(C(C)O)O)OC)OC6CC(C(C(O6)C)O)OC7CC(C(C(O7)C)O)OC8CC(C(C(O8)C)O)(C)O)C(=C4C(=C3C)O)O)O)O. Drug 2: CC(C)NC(=O)C1=CC=C(C=C1)CNNC.Cl. Cell line: RPMI-8226. Synergy scores: CSS=54.4, Synergy_ZIP=2.32, Synergy_Bliss=2.67, Synergy_Loewe=-0.691, Synergy_HSA=-0.690. (4) Drug 1: C(CCl)NC(=O)N(CCCl)N=O. Drug 2: CC1CCCC2(C(O2)CC(NC(=O)CC(C(C(=O)C(C1O)C)(C)C)O)C(=CC3=CSC(=N3)C)C)C. Cell line: SK-MEL-28. Synergy scores: CSS=32.2, Synergy_ZIP=0.934, Synergy_Bliss=2.13, Synergy_Loewe=0.0202, Synergy_HSA=3.69.